Dataset: Full USPTO retrosynthesis dataset with 1.9M reactions from patents (1976-2016). Task: Predict the reactants needed to synthesize the given product. (1) Given the product [C:18]([C:20]1[CH:25]=[C:24]([C:8]2[CH:9]=[CH:10][C:11]([NH:14][C:15](=[O:17])[CH3:16])=[N:12][CH:13]=2)[CH:23]=[CH:22][CH:21]=1)#[N:19], predict the reactants needed to synthesize it. The reactants are: C(=O)([O-])[O-].[Na+].[Na+].Br[C:8]1[CH:9]=[CH:10][C:11]([NH:14][C:15](=[O:17])[CH3:16])=[N:12][CH:13]=1.[C:18]([C:20]1[CH:21]=[C:22](B(O)O)[CH:23]=[CH:24][CH:25]=1)#[N:19]. (2) Given the product [NH:1]([C:71]([O:73][C:74]([CH3:75])([CH3:77])[CH3:76])=[O:72])[C@H:2]([C:8]([NH:10][C@H:11]([C:29]([N:31]1[CH2:70][CH2:69][CH2:68][C@H:32]1[C:33]([NH:35][C@H:36]([C:38]([NH:40][C@H:41]([C:58]([OH:60])=[O:59])[CH2:42][CH2:43][CH2:44][CH2:45][NH:46][C:47]([O:49][CH2:50][C:51]1[CH:57]=[CH:56][CH:55]=[CH:54][C:52]=1[Cl:53])=[O:48])=[O:39])[CH3:37])=[O:34])=[O:30])[CH2:12][CH2:13][CH2:14][NH:15][C:16](=[NH:28])[NH:17][S:18]([C:21]1[CH:27]=[CH:26][C:24]([CH3:25])=[CH:23][CH:22]=1)(=[O:20])=[O:19])=[O:9])[CH2:3][CH2:4][C:5](=[O:7])[NH2:6], predict the reactants needed to synthesize it. The reactants are: [NH:1]([C:71]([O:73][C:74]([CH3:77])([CH3:76])[CH3:75])=[O:72])[C@H:2]([C:8]([NH:10][C@H:11]([C:29]([N:31]1[CH2:70][CH2:69][CH2:68][C@H:32]1[C:33]([NH:35][C@H:36]([C:38]([NH:40][C@H:41]([C:58]([O:60]CC1C=CC=CC=1)=[O:59])[CH2:42][CH2:43][CH2:44][CH2:45][NH:46][C:47]([O:49][CH2:50][C:51]1[CH:57]=[CH:56][CH:55]=[CH:54][C:52]=1[Cl:53])=[O:48])=[O:39])[CH3:37])=[O:34])=[O:30])[CH2:12][CH2:13][CH2:14][NH:15][C:16](=[NH:28])[NH:17][S:18]([C:21]1[CH:27]=[CH:26][C:24]([CH3:25])=[CH:23][CH:22]=1)(=[O:20])=[O:19])=[O:9])[CH2:3][CH2:4][C:5](=[O:7])[NH2:6].[OH-].[Na+].C(Cl)(Cl)Cl.CO. (3) Given the product [CH2:6]([O:5][C:1](=[O:4])[CH2:2][CH2:3][N:11]([CH:8]1[CH2:10][CH2:9]1)[CH2:3][CH2:2][C:1]([O:5][CH2:6][CH3:7])=[O:4])[CH3:7], predict the reactants needed to synthesize it. The reactants are: [C:1]([O:5][CH2:6][CH3:7])(=[O:4])[CH:2]=[CH2:3].[CH:8]1([NH2:11])[CH2:10][CH2:9]1. (4) Given the product [O:2]1[C:6]([C:7]2[CH:12]=[CH:11][C:10]([NH:13][N:14]=[C:15]3[CH:20]=[C:19]([CH2:21][C:22]([NH2:26])=[O:24])[CH:18]=[CH:17][NH:16]3)=[CH:9][CH:8]=2)=[CH:5][N:4]=[CH:3]1, predict the reactants needed to synthesize it. The reactants are: Cl.[O:2]1[C:6]([C:7]2[CH:12]=[CH:11][C:10]([NH:13][N:14]=[C:15]3[CH:20]=[C:19]([CH2:21][C:22]([OH:24])=O)[CH:18]=[CH:17][NH:16]3)=[CH:9][CH:8]=2)=[CH:5][N:4]=[CH:3]1.C[N:26]1CCOCC1.[Cl-].[NH4+].C1C=CC2N(O)N=NC=2C=1.CCN=C=NCCCN(C)C.Cl. (5) Given the product [Cl:21][C:22]1[CH:27]=[CH:26][CH:25]=[CH:24][C:23]=1[NH:28][C:29]([O:1][CH2:2][C:3]1[CH:4]=[C:5]([CH:16]=[CH:17][C:18]=1[O:19][CH3:20])[CH2:6][CH:7]([C:8]([O:10][CH3:11])=[O:9])[C:12]([O:14][CH3:15])=[O:13])=[O:30], predict the reactants needed to synthesize it. The reactants are: [OH:1][CH2:2][C:3]1[CH:4]=[C:5]([CH:16]=[CH:17][C:18]=1[O:19][CH3:20])[CH2:6][CH:7]([C:12]([O:14][CH3:15])=[O:13])[C:8]([O:10][CH3:11])=[O:9].[Cl:21][C:22]1[CH:27]=[CH:26][CH:25]=[CH:24][C:23]=1[N:28]=[C:29]=[O:30]. (6) Given the product [F:22][C:20]([F:21])([F:23])[O:19][C:15]1[CH:14]=[C:13]([NH:12][C:11]([C@@H:8]2[CH2:9][CH2:10][C@H:6]([CH2:4][OH:3])[N:7]2[CH2:25][C:26]2[CH:31]=[CH:30][CH:29]=[CH:28][CH:27]=2)=[O:24])[CH:18]=[CH:17][CH:16]=1, predict the reactants needed to synthesize it. The reactants are: C([O:3][C:4]([C@H:6]1[CH2:10][CH2:9][C@@H:8]([C:11](=[O:24])[NH:12][C:13]2[CH:18]=[CH:17][CH:16]=[C:15]([O:19][C:20]([F:23])([F:22])[F:21])[CH:14]=2)[N:7]1[CH2:25][C:26]1[CH:31]=[CH:30][CH:29]=[CH:28][CH:27]=1)=O)C.[Li+].[Cl-].[BH4-].[Na+]. (7) The reactants are: Cl.[NH2:2][C:3]([CH2:10][CH3:11])([CH2:8][CH3:9])[C:4]([O:6][CH3:7])=[O:5].[F:12][C:13]1[CH:14]=[C:15]([CH:20]=[C:21]([F:23])[CH:22]=1)[C:16](=[O:19])[CH2:17]Br.C([O-])(O)=O.[Na+].Cl. Given the product [F:12][C:13]1[CH:14]=[C:15]([C:16](=[O:19])[CH2:17][NH:2][C:3]([CH2:10][CH3:11])([CH2:8][CH3:9])[C:4]([O:6][CH3:7])=[O:5])[CH:20]=[C:21]([F:23])[CH:22]=1, predict the reactants needed to synthesize it. (8) The reactants are: Cl[C:2]1[S:3][C:4]2[CH:10]=[CH:9][C:8]([Cl:11])=[CH:7][C:5]=2[N:6]=1.[NH:12]1[CH2:17][CH2:16][NH:15][CH2:14][CH2:13]1.C(N(CC)CC)C. Given the product [Cl:11][C:8]1[CH:9]=[CH:10][C:4]2[S:3][C:2]([N:12]3[CH2:17][CH2:16][NH:15][CH2:14][CH2:13]3)=[N:6][C:5]=2[CH:7]=1, predict the reactants needed to synthesize it.